Predict the reaction yield, written as a fraction of the theoretical maximum amount of product (1.0 means a 100% yield; for example, 0.34 means a 34% yield). From a dataset of Reaction yield outcomes from USPTO patents with 853,638 reactions. (1) The reactants are CN(C(ON1N=NC2C=CC=NC1=2)=[N+](C)C)C.F[P-](F)(F)(F)(F)F.[O:25]=[C:26]1[N:34]2[C@H:29]([CH2:30][CH2:31][C@H:32]([C:35]([OH:37])=O)[CH2:33]2)[CH2:28][CH2:27]1.CCN(C(C)C)C(C)C.Cl.[Cl:48][C:49]1[C:50]([CH2:55][NH2:56])=[N:51][CH:52]=[CH:53][N:54]=1. The catalyst is CN(C=O)C. The product is [Cl:48][C:49]1[C:50]([CH2:55][NH:56][C:35]([C@H:32]2[CH2:31][CH2:30][C@H:29]3[N:34]([C:26](=[O:25])[CH2:27][CH2:28]3)[CH2:33]2)=[O:37])=[N:51][CH:52]=[CH:53][N:54]=1. The yield is 0.725. (2) The catalyst is C1COCC1.CCCCCCC. The product is [C:55](=[O:58])([S:57][CH2:34][CH2:35][CH2:36][CH2:37]/[CH:38]=[CH:39]\[CH2:40]/[CH:41]=[CH:42]\[CH2:43]/[CH:44]=[CH:45]\[CH2:46]/[CH:47]=[CH:48]\[CH2:49]/[CH:50]=[CH:51]\[CH2:52][CH3:53])[CH3:56]. The yield is 0.790. The reactants are C1(P(C2C=CC=CC=2)C2C=CC=CC=2)C=CC=CC=1.CC(OC(/N=N/C(OC(C)C)=O)=O)C.[CH2:34](O)[CH2:35][CH2:36][CH2:37]/[CH:38]=[CH:39]\[CH2:40]/[CH:41]=[CH:42]\[CH2:43]/[CH:44]=[CH:45]\[CH2:46]/[CH:47]=[CH:48]\[CH2:49]/[CH:50]=[CH:51]\[CH2:52][CH3:53].[C:55]([OH:58])(=[S:57])[CH3:56]. (3) The reactants are CN(C)C=O.[CH2:6]([O:13][C:14]1[CH:23]=[C:22]2[C:17]([C:18](=O)[NH:19][CH:20]=[N:21]2)=[CH:16][CH:15]=1)[C:7]1[CH:12]=[CH:11][CH:10]=[CH:9][CH:8]=1.S(Cl)([Cl:27])=O. No catalyst specified. The product is [CH2:6]([O:13][C:14]1[CH:23]=[C:22]2[C:17]([C:18]([Cl:27])=[N:19][CH:20]=[N:21]2)=[CH:16][CH:15]=1)[C:7]1[CH:12]=[CH:11][CH:10]=[CH:9][CH:8]=1. The yield is 0.865. (4) The reactants are [CH:1]1([CH2:7][C:8]([NH:10][C:11]2[CH:16]=[CH:15][CH:14]=[C:13]([C:17]3[C:25]4[C:20](=[CH:21][CH:22]=[C:23]([C:26]5[N:30]=[CH:29][N:28](C(C6C=CC=CC=6)(C6C=CC=CC=6)C6C=CC=CC=6)[N:27]=5)[CH:24]=4)[N:19](C4CCCCO4)[N:18]=3)[CH:12]=2)=[O:9])[CH2:6][CH2:5][CH2:4][CH2:3][CH2:2]1. The catalyst is Cl.O1CCOCC1. The product is [NH:28]1[CH:29]=[N:30][C:26]([C:23]2[CH:24]=[C:25]3[C:20](=[CH:21][CH:22]=2)[NH:19][N:18]=[C:17]3[C:13]2[CH:12]=[C:11]([NH:10][C:8](=[O:9])[CH2:7][CH:1]3[CH2:2][CH2:3][CH2:4][CH2:5][CH2:6]3)[CH:16]=[CH:15][CH:14]=2)=[N:27]1. The yield is 0.340. (5) The reactants are [OH:1][C:2]1[CH:7]=[CH:6][C:5]([CH3:8])=[CH:4][C:3]=1[C:9](=[O:11])[CH3:10].[Br:12]Br.O. The catalyst is ClCCl.[Fe]. The product is [Br:12][C:7]1[C:2]([OH:1])=[C:3]([C:9](=[O:11])[CH3:10])[CH:4]=[C:5]([CH3:8])[CH:6]=1. The yield is 0.480.